Task: Predict which catalyst facilitates the given reaction.. Dataset: Catalyst prediction with 721,799 reactions and 888 catalyst types from USPTO Reactant: [NH2:1][C:2]1[S:3][C:4]2[C:9]([N:10]=1)=[CH:8][CH:7]=[C:6]([O:11][C:12]1[CH:17]=[CH:16][C:15]([NH:18][C:19](=[O:25])[O:20][C:21]([CH3:24])([CH3:23])[CH3:22])=[CH:14][C:13]=1[F:26])[N:5]=2.[CH:27]1([C:30](Cl)=[O:31])[CH2:29][CH2:28]1.C(N(CC)CC)C.O. Product: [CH:27]1([C:30]([NH:1][C:2]2[S:3][C:4]3[C:9]([N:10]=2)=[CH:8][CH:7]=[C:6]([O:11][C:12]2[CH:17]=[CH:16][C:15]([NH:18][C:19](=[O:25])[O:20][C:21]([CH3:22])([CH3:23])[CH3:24])=[CH:14][C:13]=2[F:26])[N:5]=3)=[O:31])[CH2:29][CH2:28]1. The catalyst class is: 80.